The task is: Predict the reactants needed to synthesize the given product.. This data is from Full USPTO retrosynthesis dataset with 1.9M reactions from patents (1976-2016). (1) The reactants are: Cl.[F:2][C:3]1[CH:4]=[N:5][C:6]([C@@H:9]([NH2:11])[CH3:10])=[N:7][CH:8]=1.[Cl:12][C:13]1[N:18]=[C:17](Cl)[N:16]=[C:15]([NH:20][C:21]2[N:22]=[CH:23][N:24]([CH:26]3[CH2:28][CH2:27]3)[CH:25]=2)[N:14]=1. Given the product [Cl:12][C:13]1[N:14]=[C:15]([NH:20][C:21]2[N:22]=[CH:23][N:24]([CH:26]3[CH2:28][CH2:27]3)[CH:25]=2)[N:16]=[C:17]([NH:11][C@H:9]([C:6]2[N:7]=[CH:8][C:3]([F:2])=[CH:4][N:5]=2)[CH3:10])[N:18]=1, predict the reactants needed to synthesize it. (2) Given the product [CH2:32]([O:39][C:40]1[CH:45]=[CH:44][C:43]([C:46]2[CH:51]=[C:50]([O:52][CH3:53])[CH:49]=[CH:48][C:47]=2[F:54])=[CH:42][C:41]=1[CH:55]([OH:56])[CH2:27][C:28]([CH3:31])([CH3:30])[CH3:29])[C:33]1[CH:34]=[CH:35][CH:36]=[CH:37][CH:38]=1, predict the reactants needed to synthesize it. The reactants are: FC1C=CC(OC)=CC=1C1C=CC(O[Si](C(C)C)(C(C)C)C(C)C)=CC=1[CH2:27][C:28]([CH3:31])([CH3:30])[CH3:29].[CH2:32]([O:39][C:40]1[CH:45]=[CH:44][C:43]([C:46]2[CH:51]=[C:50]([O:52][CH3:53])[CH:49]=[CH:48][C:47]=2[F:54])=[CH:42][C:41]=1[CH:55]=[O:56])[C:33]1[CH:38]=[CH:37][CH:36]=[CH:35][CH:34]=1.Cl. (3) Given the product [CH2:23]([N:1]1[CH:5]=[C:4]([C:6]([O:8][CH2:9][CH3:10])=[O:7])[CH:3]=[N:2]1)[C:20]1[CH:21]=[CH:22][CH:17]=[CH:18][CH:19]=1, predict the reactants needed to synthesize it. The reactants are: [NH:1]1[CH:5]=[C:4]([C:6]([O:8][CH2:9][CH3:10])=[O:7])[CH:3]=[N:2]1.C([O-])([O-])=O.[K+].[K+].[CH:17]1[CH:22]=[CH:21][C:20]([CH2:23]Br)=[CH:19][CH:18]=1. (4) The reactants are: [C:1]([C:3]1[C:4]([C:9]2[CH:14]=[CH:13][CH:12]=[CH:11][CH:10]=2)=[N:5][O:6][C:7]=1[CH3:8])#[CH:2].Cl[C:16]1[N:21]=[CH:20][CH:19]=[CH:18][N:17]=1. Given the product [CH3:8][C:7]1[O:6][N:5]=[C:4]([C:9]2[CH:14]=[CH:13][CH:12]=[CH:11][CH:10]=2)[C:3]=1[C:1]#[C:2][C:16]1[N:21]=[CH:20][CH:19]=[CH:18][N:17]=1, predict the reactants needed to synthesize it. (5) Given the product [C:1]([O:5][C:6]([N:8]1[CH2:13][CH2:12][N:11]([C:14]2[CH:15]=[C:16]([B:26]([OH:31])[OH:27])[CH:17]=[CH:18][CH:19]=2)[CH2:10][CH2:9]1)=[O:7])([CH3:4])([CH3:3])[CH3:2], predict the reactants needed to synthesize it. The reactants are: [C:1]([O:5][C:6]([N:8]1[CH2:13][CH2:12][N:11]([C:14]2[CH:19]=[CH:18][CH:17]=[C:16](Br)[CH:15]=2)[CH2:10][CH2:9]1)=[O:7])([CH3:4])([CH3:3])[CH3:2].C([Li])CCC.[B:26](OC(C)C)([O:31]C(C)C)[O:27]C(C)C.[Cl-].[NH4+].OP(O)(O)=O.